Task: Predict the reactants needed to synthesize the given product.. Dataset: Full USPTO retrosynthesis dataset with 1.9M reactions from patents (1976-2016) (1) Given the product [Cl:34][C:35]1[C:36]([C:37]([NH:1][C:2]2[CH:24]=[CH:23][C:5]3[CH2:6][CH2:7][C:8]4[C:9]([C:20]([NH2:22])=[O:21])=[N:10][N:11]([C:13]5[CH:18]=[CH:17][C:16]([C:32]#[CH:33])=[CH:15][CH:14]=5)[C:12]=4[C:4]=3[CH:3]=2)=[O:67])=[CH:39][CH:40]=[CH:41][N:42]=1, predict the reactants needed to synthesize it. The reactants are: [NH2:1][C:2]1[CH:24]=[CH:23][C:5]2[CH2:6][CH2:7][C:8]3[C:9]([C:20]([NH2:22])=[O:21])=[N:10][N:11]([C:13]4[CH:18]=[CH:17][C:16](Br)=[CH:15][CH:14]=4)[C:12]=3[C:4]=2[CH:3]=1.[Si]([C:32]#[CH:33])(C(C)(C)C)(C)C.[Cl:34][C:35]1[N:42]=[CH:41][CH:40]=[CH:39][C:36]=1[CH2:37]Cl.[F-].C([N+](CCCC)(CCCC)CCCC)CCC.[Cl-].[NH4+].CN(C=[O:67])C.C(N(CC)CC)C. (2) Given the product [CH3:30][O:16][C:15](=[O:17])[CH2:14][CH2:13][C@H:12]([C@@H:11]1[C@:19]2([CH3:27])[C@H:8]([C@H:7]3[C@H:22]([CH2:21][CH2:20]2)[C@:23]2([CH3:26])[C@@H:4]([CH2:3][C@H:2]([OH:1])[CH2:25][CH2:24]2)[CH2:5][C@H:6]3[OH:28])[CH2:9][CH2:10]1)[CH3:18], predict the reactants needed to synthesize it. The reactants are: [OH:1][C@@H:2]1[CH2:25][CH2:24][C@@:23]2([CH3:26])[C@H:4]([CH2:5][C@@H:6]([OH:28])[C@@H:7]3[C@@H:22]2[CH2:21][CH2:20][C@@:19]2([CH3:27])[C@H:8]3[CH2:9][CH2:10][C@@H:11]2[C@H:12]([CH3:18])[CH2:13][CH2:14][C:15]([OH:17])=[O:16])[CH2:3]1.O.[CH3:30]O.